Dataset: Full USPTO retrosynthesis dataset with 1.9M reactions from patents (1976-2016). Task: Predict the reactants needed to synthesize the given product. (1) Given the product [CH2:1]([N:5]1[C:13]2[C:8](=[C:9]([O:15][C:16]([F:19])([F:17])[F:18])[CH:10]=[CH:11][C:12]=2[F:14])[C:7]([C:20]([OH:25])=[O:27])=[CH:6]1)[CH2:2][CH2:3][CH3:4], predict the reactants needed to synthesize it. The reactants are: [CH2:1]([N:5]1[C:13]2[C:8](=[C:9]([O:15][C:16]([F:19])([F:18])[F:17])[CH:10]=[CH:11][C:12]=2[F:14])[C:7]([C:20](=[O:25])C(F)(F)F)=[CH:6]1)[CH2:2][CH2:3][CH3:4].C[OH:27]. (2) Given the product [C:1]([N:9]1[CH2:14][CH2:13][CH:12]([C:15]2[C:16]3[CH:21]=[CH:20][C:19]([F:22])=[CH:18][C:17]=3[S:27][C:26]=2[C:25]([OH:29])=[O:28])[CH2:11][CH2:10]1)(=[O:8])[C:2]1[CH:7]=[CH:6][CH:5]=[CH:4][CH:3]=1, predict the reactants needed to synthesize it. The reactants are: [C:1]([N:9]1[CH2:14][CH2:13][CH:12]([C:15](=O)[C:16]2[CH:21]=[CH:20][C:19]([F:22])=[CH:18][C:17]=2F)[CH2:11][CH2:10]1)(=[O:8])[C:2]1[CH:7]=[CH:6][CH:5]=[CH:4][CH:3]=1.[C:25]([O:29]C)(=[O:28])[CH2:26][SH:27]. (3) Given the product [NH:3]1[C:4]2[CH:9]=[CH:8][CH:7]=[CH:6][C:5]=2[N:1]=[C:2]1[C:10]([N:34]1[CH2:39][CH2:38][CH:37]([C:40]([O:42][CH2:43][CH3:44])=[O:41])[CH2:36][CH2:35]1)=[O:12], predict the reactants needed to synthesize it. The reactants are: [NH:1]1[C:5]2[CH:6]=[CH:7][CH:8]=[CH:9][C:4]=2[N:3]=[C:2]1[C:10]([OH:12])=O.CCN=C=NCCCN(C)C.ON1C2C=CC=CC=2N=N1.[NH:34]1[CH2:39][CH2:38][CH:37]([C:40]([O:42][CH2:43][CH3:44])=[O:41])[CH2:36][CH2:35]1. (4) Given the product [NH2:1][C:2]1[C:7]([C:8]#[N:9])=[C:6]([NH:10][C@H:11]([C:13]2[N:18]([C:19]3[CH:20]=[CH:21][CH:22]=[CH:23][CH:24]=3)[C:17](=[O:25])[C:16]3=[C:26]([CH2:29][C:30]4[CH:35]=[CH:34][CH:33]=[C:32]([OH:36])[CH:31]=4)[CH:27]=[CH:28][N:15]3[N:14]=2)[CH3:12])[N:5]=[CH:4][N:3]=1, predict the reactants needed to synthesize it. The reactants are: [NH2:1][C:2]1[C:7]([C:8]#[N:9])=[C:6]([NH:10][C@H:11]([C:13]2[N:18]([C:19]3[CH:24]=[CH:23][CH:22]=[CH:21][CH:20]=3)[C:17](=[O:25])[C:16]3=[C:26]([CH2:29][C:30]4[CH:35]=[CH:34][CH:33]=[C:32]([O:36]C)[CH:31]=4)[CH:27]=[CH:28][N:15]3[N:14]=2)[CH3:12])[N:5]=[CH:4][N:3]=1.B(Br)(Br)Br.